This data is from Forward reaction prediction with 1.9M reactions from USPTO patents (1976-2016). The task is: Predict the product of the given reaction. (1) Given the reactants [C:1]([OH:9])(=O)[C:2]1[CH:7]=[CH:6][CH:5]=[CH:4][CH:3]=1.[CH2:10]([NH:12][CH2:13][C:14]([CH2:20][NH:21][C:22]1[CH:30]=[C:29]([CH3:31])[CH:28]=[C:27]2[C:23]=1[CH:24]=[N:25][N:26]2[C:32]1[CH:37]=[CH:36][C:35]([F:38])=[CH:34][CH:33]=1)([OH:19])[C:15]([F:18])([F:17])[F:16])[CH3:11], predict the reaction product. The product is: [CH2:10]([N:12]([CH2:13][C:14]([CH2:20][NH:21][C:22]1[CH:30]=[C:29]([CH3:31])[CH:28]=[C:27]2[C:23]=1[CH:24]=[N:25][N:26]2[C:32]1[CH:33]=[CH:34][C:35]([F:38])=[CH:36][CH:37]=1)([OH:19])[C:15]([F:17])([F:18])[F:16])[C:1](=[O:9])[C:2]1[CH:3]=[CH:4][CH:5]=[CH:6][CH:7]=1)[CH3:11]. (2) Given the reactants [Cl:1][C:2]1[CH:7]=[C:6]([C:8]#[C:9][C:10]2[CH:15]=[CH:14][C:13]([O:16][CH3:17])=[CH:12][CH:11]=2)[CH:5]=[CH:4][N:3]=1.[OH2:18].CS(C)=[O:21], predict the reaction product. The product is: [Cl:1][C:2]1[CH:7]=[C:6]([C:8](=[O:21])[C:9]([C:10]2[CH:11]=[CH:12][C:13]([O:16][CH3:17])=[CH:14][CH:15]=2)=[O:18])[CH:5]=[CH:4][N:3]=1. (3) Given the reactants O1CCOCC1.[ClH:7].[F:8][C:9]1[CH:54]=[CH:53][CH:52]=[C:51]([F:55])[C:10]=1[CH2:11][O:12][C:13]([C:22]1[CH:27]=[CH:26][C:25]([C:28]2([S:41]([C:44]3[CH:49]=[CH:48][C:47]([F:50])=[CH:46][CH:45]=3)(=[O:43])=[O:42])[CH2:32][CH2:31][N:30]([CH2:33][C:34]([O:36]C(C)(C)C)=[O:35])[CH2:29]2)=[CH:24][CH:23]=1)([C:18]([F:21])([F:20])[F:19])[C:14]([F:17])([F:16])[F:15], predict the reaction product. The product is: [ClH:7].[F:8][C:9]1[CH:54]=[CH:53][CH:52]=[C:51]([F:55])[C:10]=1[CH2:11][O:12][C:13]([C:22]1[CH:23]=[CH:24][C:25]([C:28]2([S:41]([C:44]3[CH:49]=[CH:48][C:47]([F:50])=[CH:46][CH:45]=3)(=[O:42])=[O:43])[CH2:32][CH2:31][N:30]([CH2:33][C:34]([OH:36])=[O:35])[CH2:29]2)=[CH:26][CH:27]=1)([C:14]([F:15])([F:16])[F:17])[C:18]([F:21])([F:20])[F:19]. (4) Given the reactants [CH3:1][O:2][C:3]1[CH:18]=[CH:17][C:6]2[NH:7][C:8](=[O:16])[C:9]3[CH2:10][CH2:11][CH2:12][N:13]([CH3:15])[C:14]=3[C:5]=2[CH:4]=1.[Cl:19]CCl.B(Br)(Br)Br.C(=O)(O)[O-].[Na+].C(=O)([O-])[O-].[K+].[K+].[Cl:37]C[CH2:39][N:40]1[CH2:45][CH2:44][CH2:43][CH2:42][CH2:41]1, predict the reaction product. The product is: [ClH:19].[ClH:37].[CH3:15][N:13]1[C:14]2[C:5]3[CH:4]=[C:3]([O:2][CH2:1][CH2:39][N:40]4[CH2:45][CH2:44][CH2:43][CH2:42][CH2:41]4)[CH:18]=[CH:17][C:6]=3[NH:7][C:8](=[O:16])[C:9]=2[CH2:10][CH2:11][CH2:12]1.